This data is from Reaction yield outcomes from USPTO patents with 853,638 reactions. The task is: Predict the reaction yield, written as a fraction of the theoretical maximum amount of product (1.0 means a 100% yield; for example, 0.34 means a 34% yield). The reactants are [C:1]1([C:7]2[O:11][N:10]=[C:9]([CH:12]=[C:13]3[CH2:18][CH2:17][NH:16][CH2:15][CH2:14]3)[N:8]=2)[CH:6]=[CH:5][CH:4]=[CH:3][CH:2]=1.Br[C:20]1[S:21][CH:22]=[CH:23][C:24]=1[C:25]#[N:26].C([O-])([O-])=O.[Cs+].[Cs+].C1C=CC(P(C2C(C3C(P(C4C=CC=CC=4)C4C=CC=CC=4)=CC=C4C=3C=CC=C4)=C3C(C=CC=C3)=CC=2)C2C=CC=CC=2)=CC=1. The catalyst is C1(C)C=CC=CC=1.C1C=CC(/C=C/C(/C=C/C2C=CC=CC=2)=O)=CC=1.C1C=CC(/C=C/C(/C=C/C2C=CC=CC=2)=O)=CC=1.C1C=CC(/C=C/C(/C=C/C2C=CC=CC=2)=O)=CC=1.[Pd].[Pd]. The product is [C:25]([C:24]1[CH:23]=[CH:22][S:21][C:20]=1[N:16]1[CH2:17][CH2:18][C:13](=[CH:12][C:9]2[N:8]=[C:7]([C:1]3[CH:2]=[CH:3][CH:4]=[CH:5][CH:6]=3)[O:11][N:10]=2)[CH2:14][CH2:15]1)#[N:26]. The yield is 0.660.